This data is from Forward reaction prediction with 1.9M reactions from USPTO patents (1976-2016). The task is: Predict the product of the given reaction. Given the reactants C([O:3][C:4](=[O:29])[CH2:5][CH2:6][CH2:7][O:8][C:9]1[CH:14]=[CH:13][C:12]([C:15]2[CH:20]=[CH:19][CH:18]=[C:17]([O:21][CH:22]3[CH2:26][CH2:25][CH2:24][CH2:23]3)[CH:16]=2)=[C:11]([F:27])[C:10]=1[F:28])C.CCO.[OH-].[Na+].Cl, predict the reaction product. The product is: [CH:22]1([O:21][C:17]2[CH:16]=[C:15]([C:12]3[CH:13]=[CH:14][C:9]([O:8][CH2:7][CH2:6][CH2:5][C:4]([OH:29])=[O:3])=[C:10]([F:28])[C:11]=3[F:27])[CH:20]=[CH:19][CH:18]=2)[CH2:26][CH2:25][CH2:24][CH2:23]1.